Dataset: Reaction yield outcomes from USPTO patents with 853,638 reactions. Task: Predict the reaction yield, written as a fraction of the theoretical maximum amount of product (1.0 means a 100% yield; for example, 0.34 means a 34% yield). (1) The reactants are [H-].[Na+].CS(C)=O.[I-].[CH3:8][S+](C)(C)=O.[F:13][C:14]1[CH:19]=[CH:18][C:17]([N:20]2[C:28]3[N:27]=[C:26]4[CH2:29][CH2:30][CH2:31][CH:32]5[CH2:37][C:36](=[O:38])[CH2:35][CH2:34][C:33]5([CH2:39][C:40]5[CH:45]=[CH:44][CH:43]=[CH:42][N:41]=5)[C:25]4=[CH:24][C:23]=3[CH:22]=[N:21]2)=[CH:16][CH:15]=1. The catalyst is C1COCC1. The product is [F:13][C:14]1[CH:19]=[CH:18][C:17]([N:20]2[C:28]3[N:27]=[C:26]4[CH2:29][CH2:30][CH2:31][CH:32]5[CH2:37][C:36]6([CH2:8][O:38]6)[CH2:35][CH2:34][C:33]5([CH2:39][C:40]5[CH:45]=[CH:44][CH:43]=[CH:42][N:41]=5)[C:25]4=[CH:24][C:23]=3[CH:22]=[N:21]2)=[CH:16][CH:15]=1. The yield is 0.723. (2) The reactants are Br[C:2]1[C:10]2[N:9]=[C:8]([CH3:11])[N:7]([CH2:12][C:13]3[CH:18]=[CH:17][CH:16]=[C:15]([C:19]([F:22])([F:21])[F:20])[C:14]=3[CH3:23])[C:6]=2[CH:5]=[C:4]([N:24]2[CH2:29][CH2:28][O:27][CH2:26][CH2:25]2)[CH:3]=1.[CH3:30]B1OB(C)OB(C)O1.C(=O)([O-])[O-].[K+].[K+].O. The catalyst is O1CCOCC1.C1C=CC([P]([Pd]([P](C2C=CC=CC=2)(C2C=CC=CC=2)C2C=CC=CC=2)([P](C2C=CC=CC=2)(C2C=CC=CC=2)C2C=CC=CC=2)[P](C2C=CC=CC=2)(C2C=CC=CC=2)C2C=CC=CC=2)(C2C=CC=CC=2)C2C=CC=CC=2)=CC=1. The product is [CH3:11][C:8]1[N:7]([CH2:12][C:13]2[CH:18]=[CH:17][CH:16]=[C:15]([C:19]([F:20])([F:22])[F:21])[C:14]=2[CH3:23])[C:6]2[CH:5]=[C:4]([N:24]3[CH2:25][CH2:26][O:27][CH2:28][CH2:29]3)[CH:3]=[C:2]([CH3:30])[C:10]=2[N:9]=1. The yield is 0.425. (3) The reactants are [NH2:1][C@H:2]1[CH2:6][CH2:5][N:4]([C@H:7]2[CH2:12][CH2:11][C@@H:10]([NH:13][C:14]([CH3:17])([CH3:16])[CH3:15])[CH2:9][C@H:8]2[NH:18][C:19](=[O:21])[CH3:20])[C:3]1=[O:22].Cl[C:24]1[C:33]2[C:28](=[CH:29][CH:30]=[C:31]([C:34]([F:37])([F:36])[F:35])[CH:32]=2)[N:27]=[CH:26][N:25]=1. The catalyst is CC(O)C. The product is [C:14]([NH:13][C@H:10]1[CH2:9][C@@H:8]([NH:18][C:19](=[O:21])[CH3:20])[C@@H:7]([N:4]2[CH2:5][CH2:6][C@H:2]([NH:1][C:24]3[C:33]4[C:28](=[CH:29][CH:30]=[C:31]([C:34]([F:36])([F:37])[F:35])[CH:32]=4)[N:27]=[CH:26][N:25]=3)[C:3]2=[O:22])[CH2:12][CH2:11]1)([CH3:17])([CH3:15])[CH3:16]. The yield is 0.880. (4) The reactants are [N+:1]([C:4]1[CH:12]=[C:11]2[C:7]([CH:8]=[CH:9][NH:10]2)=[CH:6][CH:5]=1)([O-:3])=[O:2].C([O-])(O)=O.[Na+].[CH3:18][N:19](C=O)C. The catalyst is CC#N. The product is [N+:1]([C:4]1[CH:12]=[C:11]2[C:7]([C:8]([C:18]#[N:19])=[CH:9][NH:10]2)=[CH:6][CH:5]=1)([O-:3])=[O:2]. The yield is 0.820.